Dataset: Forward reaction prediction with 1.9M reactions from USPTO patents (1976-2016). Task: Predict the product of the given reaction. (1) Given the reactants [F:1][C:2]([F:7])([F:6])[C:3]([OH:5])=[O:4].C([O:12][C:13]1[C:18]2[N:19]=[C:20]([O:22]C(C)C)[S:21][C:17]=2[C:16]([C@@H:26]([OH:50])[CH2:27][NH:28][CH2:29][CH2:30][CH2:31][CH2:32][C:33]2[CH:34]=[C:35]3[C:40](=[C:41]([C:43]4[CH:48]=[CH:47][CH:46]=[C:45]([F:49])[CH:44]=4)[N:42]=2)[N:39]=[CH:38][CH:37]=[CH:36]3)=[CH:15][CH:14]=1)(C)(C)C, predict the reaction product. The product is: [F:1][C:2]([F:7])([F:6])[C:3]([OH:5])=[O:4].[F:49][C:45]1[CH:44]=[C:43]([C:41]2[N:42]=[C:33]([CH2:32][CH2:31][CH2:30][CH2:29][NH:28][CH2:27][C@@H:26]([C:16]3[C:17]4[S:21][C:20](=[O:22])[NH:19][C:18]=4[C:13]([OH:12])=[CH:14][CH:15]=3)[OH:50])[CH:34]=[C:35]3[C:40]=2[N:39]=[CH:38][CH:37]=[CH:36]3)[CH:48]=[CH:47][CH:46]=1. (2) Given the reactants [NH:1]1[CH2:6][CH2:5][O:4][CH:3]([C:7]2[CH:12]=[CH:11][C:10]([OH:13])=[CH:9][CH:8]=2)[CH2:2]1.[C:14](OC(OC(C)(C)C)=O)([O:16]C(C)(C)C)=[O:15], predict the reaction product. The product is: [OH:13][C:10]1[CH:11]=[CH:12][C:7]([CH:3]2[O:4][CH2:5][CH2:6][N:1]([C:14]([OH:16])=[O:15])[CH2:2]2)=[CH:8][CH:9]=1. (3) Given the reactants C[O:2][C:3](=[O:23])[CH:4]([C:11]1[CH:16]=[CH:15][C:14]([S:17]([CH3:20])(=[O:19])=[O:18])=[C:13]([C:21]#[N:22])[CH:12]=1)[CH2:5][CH:6]1[CH2:10][CH2:9][CH2:8][CH2:7]1.[OH-].[Li+], predict the reaction product. The product is: [C:21]([C:13]1[CH:12]=[C:11]([CH:4]([CH2:5][CH:6]2[CH2:7][CH2:8][CH2:9][CH2:10]2)[C:3]([OH:23])=[O:2])[CH:16]=[CH:15][C:14]=1[S:17]([CH3:20])(=[O:18])=[O:19])#[N:22]. (4) Given the reactants [CH:1]1([CH2:6][N:7]([CH2:20][C:21]2[CH:26]=[CH:25][C:24]([C:27]#[C:28][C:29]3[CH:34]=[CH:33][C:32]([O:35][CH3:36])=[CH:31][CH:30]=3)=[CH:23][CH:22]=2)[C:8]2[CH:9]=[CH:10][C:11]([OH:19])=[C:12]([CH:18]=2)[C:13]([O:15]CC)=[O:14])[CH2:5][CH2:4][CH2:3][CH2:2]1.O.[Li+].[OH-].Cl, predict the reaction product. The product is: [CH:1]1([CH2:6][N:7]([CH2:20][C:21]2[CH:22]=[CH:23][C:24]([C:27]#[C:28][C:29]3[CH:34]=[CH:33][C:32]([O:35][CH3:36])=[CH:31][CH:30]=3)=[CH:25][CH:26]=2)[C:8]2[CH:9]=[CH:10][C:11]([OH:19])=[C:12]([CH:18]=2)[C:13]([OH:15])=[O:14])[CH2:5][CH2:4][CH2:3][CH2:2]1. (5) Given the reactants [W:1].[OH2:2].O.O.O.[Ti:6].[NH4+].[O-:8][V:9](=O)=O, predict the reaction product. The product is: [O-2:8].[Ti+4:6].[O-2:2].[W:1]=[O:2].[O-2:8].[O-2:8].[O-2:8].[O-2:8].[O-2:8].[V+5:9].[V+5:9].